This data is from Full USPTO retrosynthesis dataset with 1.9M reactions from patents (1976-2016). The task is: Predict the reactants needed to synthesize the given product. (1) Given the product [C:1]([N:5]1[C:10](=[O:11])[C:9]([Cl:12])=[C:8]([O:13][CH2:15][C:16]2[CH:21]=[CH:20][C:19]([CH2:22][CH2:23][CH:24]([OH:26])[CH3:25])=[CH:18][CH:17]=2)[CH:7]=[N:6]1)([CH3:4])([CH3:2])[CH3:3], predict the reactants needed to synthesize it. The reactants are: [C:1]([N:5]1[C:10](=[O:11])[C:9]([Cl:12])=[C:8]([OH:13])[CH:7]=[N:6]1)([CH3:4])([CH3:3])[CH3:2].O[CH2:15][C:16]1[CH:21]=[CH:20][C:19]([CH2:22][CH2:23][CH:24]([OH:26])[CH3:25])=[CH:18][CH:17]=1.C1(P(C2C=CC=CC=2)C2C=CC=CC=2)C=CC=CC=1.N(C(OC(C)C)=O)=NC(OC(C)C)=O. (2) Given the product [CH2:1]([CH:3]1[C:4]([C:10]2[CH:29]=[CH:28][C:13]3[N:14]=[C:15]([C:17]4[CH:18]=[CH:19][C:20]([O:21][CH:22]([CH3:25])[CH2:23][OH:24])=[CH:26][CH:27]=4)[O:16][C:12]=3[CH:11]=2)=[N:5][NH:6][C:7](=[O:9])[CH2:8]1)[CH3:2], predict the reactants needed to synthesize it. The reactants are: [CH2:1]([CH:3]1[CH2:8][C:7](=[O:9])[NH:6][N:5]=[C:4]1[C:10]1[CH:29]=[CH:28][C:13]2[N:14]=[C:15]([C:17]3[CH:27]=[CH:26][C:20]([O:21][CH:22]([CH3:25])[CH:23]=[O:24])=[CH:19][CH:18]=3)[O:16][C:12]=2[CH:11]=1)[CH3:2].C(O)(=O)C.C(NC(C)C)(C)C.C(O[BH-](OC(=O)C)OC(=O)C)(=O)C.[Na+]. (3) Given the product [CH2:1]([O:8][C:9]1[CH:14]=[CH:13][C:12]([B:21]([OH:26])[OH:22])=[CH:11][CH:10]=1)[C:2]1[CH:7]=[CH:6][CH:5]=[CH:4][CH:3]=1, predict the reactants needed to synthesize it. The reactants are: [CH2:1]([O:8][C:9]1[CH:14]=[CH:13][C:12](Br)=[CH:11][CH:10]=1)[C:2]1[CH:7]=[CH:6][CH:5]=[CH:4][CH:3]=1.[Li]CCCC.[B:21](OC(C)C)([O:26]C(C)C)[O:22]C(C)C. (4) Given the product [N:24]1([C:19]2[C:18]([C:16]([NH:15][C:6]3([C:4]([OH:5])=[O:3])[CH2:14][C:13]4[C:8](=[CH:9][CH:10]=[CH:11][CH:12]=4)[CH2:7]3)=[O:17])=[CH:23][CH:22]=[CH:21][N:20]=2)[CH2:29][CH2:28][CH2:27][CH2:26][CH2:25]1, predict the reactants needed to synthesize it. The reactants are: C([O:3][C:4]([C:6]1([NH:15][C:16]([C:18]2[C:19]([N:24]3[CH2:29][CH2:28][CH2:27][CH2:26][CH2:25]3)=[N:20][CH:21]=[CH:22][CH:23]=2)=[O:17])[CH2:14][C:13]2[C:8](=[CH:9][CH:10]=[CH:11][CH:12]=2)[CH2:7]1)=[O:5])C.O1CCOCC1.CO. (5) Given the product [C:5]1([C:8]2[CH:13]=[CH:12][CH:11]=[CH:10][CH:9]=2)[CH:4]=[CH:3][C:2]([NH:1][C:30]2[CH:29]=[CH:28][C:27]([C:23]3[CH:24]=[CH:25][CH:26]=[C:21]([C:18]4[CH:19]=[CH:20][CH:15]=[CH:16][CH:17]=4)[CH:22]=3)=[CH:32][CH:31]=2)=[CH:7][CH:6]=1, predict the reactants needed to synthesize it. The reactants are: [NH2:1][C:2]1[CH:7]=[CH:6][C:5]([C:8]2[CH:13]=[CH:12][CH:11]=[CH:10][CH:9]=2)=[CH:4][CH:3]=1.Br[C:15]1[CH:20]=[CH:19][C:18]([C:21]2[CH:26]=[CH:25][CH:24]=[C:23]([C:27]3[CH:32]=[CH:31][CH:30]=[CH:29][CH:28]=3)[CH:22]=2)=[CH:17][CH:16]=1.CC(C)([O-])C.[Na+]. (6) The reactants are: [OH:1][C:2]1[CH:10]=[C:9]2[C:5]([C:6](=[O:11])[O:7][CH2:8]2)=[CH:4][C:3]=1[O:12][C:13](=[O:15])[CH3:14].[N+:16]([O-])([OH:18])=[O:17]. Given the product [OH:1][C:2]1[C:10]([N+:16]([O-:18])=[O:17])=[C:9]2[C:5]([C:6](=[O:11])[O:7][CH2:8]2)=[CH:4][C:3]=1[O:12][C:13](=[O:15])[CH3:14], predict the reactants needed to synthesize it.